Task: Predict the reaction yield, written as a fraction of the theoretical maximum amount of product (1.0 means a 100% yield; for example, 0.34 means a 34% yield).. Dataset: Reaction yield outcomes from USPTO patents with 853,638 reactions (1) The yield is 0.790. The reactants are [NH:1]1[CH2:4][CH:3]([N:5]2[CH:9]=[C:8]([C:10]3[C:11]([O:25][C:26]4[CH:31]=[CH:30][C:29]([F:32])=[CH:28][CH:27]=4)=[C:12]4[C:17](=[CH:18][CH:19]=3)[N:16]([C:20]([O:22][CH3:23])=[O:21])[C@@H:15]([CH3:24])[CH2:14][CH2:13]4)[CH:7]=[N:6]2)[CH2:2]1.C=O.[C:35](O[BH-](OC(=O)C)OC(=O)C)(=O)C.[Na+]. The catalyst is CO. The product is [F:32][C:29]1[CH:28]=[CH:27][C:26]([O:25][C:11]2[C:10]([C:8]3[CH:7]=[N:6][N:5]([CH:3]4[CH2:2][N:1]([CH3:35])[CH2:4]4)[CH:9]=3)=[CH:19][CH:18]=[C:17]3[C:12]=2[CH2:13][CH2:14][C@H:15]([CH3:24])[N:16]3[C:20]([O:22][CH3:23])=[O:21])=[CH:31][CH:30]=1. (2) The reactants are O[C:2]1[C:7]([C:8]([C:10]2[CH:15]=[CH:14][CH:13]=[CH:12][CH:11]=2)=[O:9])=[CH:6][N:5]=[C:4]2[N:16]([C:19]3[CH:24]=[CH:23][CH:22]=[CH:21][CH:20]=3)[N:17]=[CH:18][C:3]=12.P(Cl)(Cl)([Cl:27])=O.[OH-].[Na+]. No catalyst specified. The product is [Cl:27][C:2]1[C:7]([C:8]([C:10]2[CH:15]=[CH:14][CH:13]=[CH:12][CH:11]=2)=[O:9])=[CH:6][N:5]=[C:4]2[N:16]([C:19]3[CH:24]=[CH:23][CH:22]=[CH:21][CH:20]=3)[N:17]=[CH:18][C:3]=12. The yield is 0.660. (3) The reactants are [CH:1]1([C@@H:7]([NH:9][C:10]([C:12]2[C:21]3[C:16](=[CH:17][CH:18]=[CH:19][CH:20]=3)[N:15]=[C:14]([C:22]3[CH:27]=[CH:26][CH:25]=[CH:24][CH:23]=3)[C:13]=2[CH2:28][N:29]2[CH2:34][CH2:33][N:32]([C:35](=[O:38])[CH:36]=[CH2:37])[CH2:31][CH2:30]2)=[O:11])[CH3:8])[CH2:6][CH2:5][CH2:4][CH2:3][CH2:2]1.[NH:39]1[CH2:43][CH2:42][CH2:41][CH2:40]1.C(OC(C)C)(C)C. The catalyst is C(Cl)Cl. The product is [CH:1]1([C@@H:7]([NH:9][C:10]([C:12]2[C:21]3[C:16](=[CH:17][CH:18]=[CH:19][CH:20]=3)[N:15]=[C:14]([C:22]3[CH:23]=[CH:24][CH:25]=[CH:26][CH:27]=3)[C:13]=2[CH2:28][N:29]2[CH2:34][CH2:33][N:32]([C:35](=[O:38])[CH2:36][CH2:37][N:39]3[CH2:43][CH2:42][CH2:41][CH2:40]3)[CH2:31][CH2:30]2)=[O:11])[CH3:8])[CH2:6][CH2:5][CH2:4][CH2:3][CH2:2]1. The yield is 0.570.